This data is from Forward reaction prediction with 1.9M reactions from USPTO patents (1976-2016). The task is: Predict the product of the given reaction. (1) Given the reactants [Si]([O:8][CH2:9][CH2:10][N:11]([CH3:23])[C:12]1[CH:22]=[CH:21][C:15]([C:16]([O:18][CH2:19][CH3:20])=[O:17])=[CH:14][CH:13]=1)(C(C)(C)C)(C)C.[F-].C([N+](CCCC)(CCCC)CCCC)CCC, predict the reaction product. The product is: [OH:8][CH2:9][CH2:10][N:11]([CH3:23])[C:12]1[CH:22]=[CH:21][C:15]([C:16]([O:18][CH2:19][CH3:20])=[O:17])=[CH:14][CH:13]=1. (2) Given the reactants [O:1]=[C:2]1[C:7]([CH2:8][C:9]2[CH:14]=[CH:13][C:12]([C:15]3[C:16]([C:21]#[N:22])=[CH:17][CH:18]=[CH:19][CH:20]=3)=[CH:11][CH:10]=2)=[C:6]([CH2:23][CH2:24][CH3:25])[N:5]2[N:26]=[CH:27][N:28]=[C:4]2[N:3]1[CH:29]1[CH2:34][CH2:33][C:32](=[O:35])[CH2:31][CH2:30]1.[O:36]1[CH2:40][CH:39](O)[CH:38]([OH:42])[CH2:37]1.O.C1(C)C=CC(S(O)(=O)=O)=CC=1, predict the reaction product. The product is: [O:1]=[C:2]1[C:7]([CH2:8][C:9]2[CH:10]=[CH:11][C:12]([C:15]3[C:16]([C:21]#[N:22])=[CH:17][CH:18]=[CH:19][CH:20]=3)=[CH:13][CH:14]=2)=[C:6]([CH2:23][CH2:24][CH3:25])[N:5]2[N:26]=[CH:27][N:28]=[C:4]2[N:3]1[CH:29]1[CH2:30][CH2:31][C:32]2([O:42][C@H:38]3[CH2:37][O:36][CH2:40][C@H:39]3[O:35]2)[CH2:33][CH2:34]1.